This data is from Forward reaction prediction with 1.9M reactions from USPTO patents (1976-2016). The task is: Predict the product of the given reaction. (1) Given the reactants [Br:1][C:2]1[CH:3]=[C:4]([Cl:11])[C:5]([C:8](O)=[O:9])=[N:6][CH:7]=1.ON1C2C=CC=CC=2N=N1.Cl.[CH3:23][NH:24][O:25][CH3:26].C(N(CC)CC)C, predict the reaction product. The product is: [Br:1][C:2]1[CH:3]=[C:4]([Cl:11])[C:5]([C:8]([N:24]([O:25][CH3:26])[CH3:23])=[O:9])=[N:6][CH:7]=1. (2) The product is: [Cl:1][C:2]1[S:3][C:4]([Cl:12])=[C:5]2[C:9](=[O:11])[CH2:8][CH2:7][C:6]=12. Given the reactants [Cl:1][C:2]1[S:3][C:4]([Cl:12])=[CH:5][C:6]=1[CH2:7][CH2:8][C:9]([OH:11])=O.C(Cl)(=O)C(Cl)=O.[Cl-].[Al+3].[Cl-].[Cl-], predict the reaction product. (3) Given the reactants [Si:1]([O:8][CH2:9][CH2:10][C:11]#[C:12][C:13]1[CH:18]=[CH:17][CH:16]=[CH:15][C:14]=1[NH2:19])([C:4]([CH3:7])([CH3:6])[CH3:5])([CH3:3])[CH3:2], predict the reaction product. The product is: [Si:1]([O:8][CH2:9][CH2:10][C:11]1[NH:19][C:14]2[C:13]([CH:12]=1)=[CH:18][CH:17]=[CH:16][CH:15]=2)([C:4]([CH3:6])([CH3:7])[CH3:5])([CH3:3])[CH3:2]. (4) Given the reactants [CH3:1][C:2]1([CH3:20])[CH2:7][CH:6]([NH:8][C:9]2[C:14]([C:15]#[N:16])=[CH:13][N:12]=[C:11](Cl)[N:10]=2)[CH2:5][C:4]([CH3:19])([CH3:18])[NH:3]1.[CH:21]1([C:24]2[C:29]([N:30]3[CH:34]=[N:33][N:32]=[N:31]3)=[CH:28][C:27]([NH2:35])=[CH:26][C:25]=2[F:36])[CH2:23][CH2:22]1.C[CH:38]([OH:40])C, predict the reaction product. The product is: [NH3:3].[CH3:38][OH:40].[CH3:1][C:2]1([CH3:20])[CH2:7][CH:6]([NH:8][C:9]2[C:14]([C:15]#[N:16])=[CH:13][N:12]=[C:11]([NH:35][C:27]3[CH:28]=[C:29]([N:30]4[CH:34]=[N:33][N:32]=[N:31]4)[C:24]([CH:21]4[CH2:22][CH2:23]4)=[C:25]([F:36])[CH:26]=3)[N:10]=2)[CH2:5][C:4]([CH3:19])([CH3:18])[NH:3]1.